Dataset: Full USPTO retrosynthesis dataset with 1.9M reactions from patents (1976-2016). Task: Predict the reactants needed to synthesize the given product. (1) The reactants are: [CH3:1][N:2]1[CH:6]=[C:5]([C:7]([NH:9][NH:10][C:11]2[N:20]=[CH:19][CH:18]=[C:17]3[C:12]=2[CH:13]=[C:14]([C:39]2[CH:44]=[CH:43][CH:42]=[CH:41][CH:40]=2)[C:15]([C:21]2[CH:26]=[CH:25][C:24]([C:27]4([NH:31][C:32](=[O:38])[O:33][C:34]([CH3:37])([CH3:36])[CH3:35])[CH2:30][CH2:29][CH2:28]4)=[CH:23][CH:22]=2)=[N:16]3)=O)[N:4]=[CH:3]1.C(O)(=O)C.O1CCOCC1. Given the product [CH3:1][N:2]1[CH:6]=[C:5]([C:7]2[N:20]3[C:11]([C:12]4[CH:13]=[C:14]([C:39]5[CH:44]=[CH:43][CH:42]=[CH:41][CH:40]=5)[C:15]([C:21]5[CH:22]=[CH:23][C:24]([C:27]6([NH:31][C:32](=[O:38])[O:33][C:34]([CH3:37])([CH3:35])[CH3:36])[CH2:28][CH2:29][CH2:30]6)=[CH:25][CH:26]=5)=[N:16][C:17]=4[CH:18]=[CH:19]3)=[N:10][N:9]=2)[N:4]=[CH:3]1, predict the reactants needed to synthesize it. (2) Given the product [CH2:13]([O:12][C:9]1[CH:10]=[C:11]2[C:6](=[CH:7][CH:8]=1)[N:5]=[C:4]([C:16]1[CH:17]=[N:18][CH:19]=[CH:20][CH:21]=1)[N:3]=[C:2]2[NH:22][C:23]1[CH:31]=[CH:30][CH:29]=[CH:28][C:24]=1[C:25]([NH2:27])=[O:26])[CH2:14][CH3:15], predict the reactants needed to synthesize it. The reactants are: Cl[C:2]1[C:11]2[C:6](=[CH:7][CH:8]=[C:9]([O:12][CH2:13][CH2:14][CH3:15])[CH:10]=2)[N:5]=[C:4]([C:16]2[CH:17]=[N:18][CH:19]=[CH:20][CH:21]=2)[N:3]=1.[NH2:22][C:23]1[CH:31]=[CH:30][CH:29]=[CH:28][C:24]=1[C:25]([NH2:27])=[O:26]. (3) The reactants are: [NH2:1][C:2]1[CH:3]=[C:4]([CH:8]=[CH:9][CH:10]=1)[C:5]([OH:7])=[O:6].[C:11]([CH2:14][S:15][C:16](=S)[S:17]CC(O)=O)(O)=[O:12].[OH-].[Na+]. Given the product [O:12]=[C:11]1[CH2:14][S:15][C:16](=[S:17])[N:1]1[C:2]1[CH:3]=[C:4]([CH:8]=[CH:9][CH:10]=1)[C:5]([OH:7])=[O:6], predict the reactants needed to synthesize it. (4) The reactants are: C(OC(=O)NC1C=CC=[C:10]([CH2:14][N:15]2[CH:19]=[CH:18][C:17]([NH:20][C:21](=[O:40])[C@@H:22]([C:29]3[CH:34]=[CH:33][C:32]([S:35]([CH3:38])(=[O:37])=[O:36])=[C:31]([Cl:39])[CH:30]=3)[CH2:23][CH:24]3[CH2:28][CH2:27][CH2:26][CH2:25]3)=[N:16]2)C=1)(C)(C)C.C(Cl)(=O)C(Cl)=O.[CH:48]([O:51]CCN1C=CC(N)=N1)([CH3:50])[CH3:49].N1C(C)=CC=CC=1C. Given the product [Cl:39][C:31]1[CH:30]=[C:29]([C@@H:22]([CH2:23][CH:24]2[CH2:28][CH2:27][CH2:26][CH2:25]2)[C:21]([NH:20][C:17]2[CH:18]=[CH:19][N:15]([CH2:14][CH2:10][O:51][CH:48]([CH3:50])[CH3:49])[N:16]=2)=[O:40])[CH:34]=[CH:33][C:32]=1[S:35]([CH3:38])(=[O:36])=[O:37], predict the reactants needed to synthesize it. (5) Given the product [CH3:23][CH:22]([CH3:24])[CH2:21][CH:16]([S:12][C:9]1[NH:8][C:7]([C:1]2[CH:2]=[CH:3][CH:4]=[CH:5][CH:6]=2)=[N:11][N:10]=1)[C:17]([O:19][CH3:20])=[O:18], predict the reactants needed to synthesize it. The reactants are: [C:1]1([C:7]2[NH:8][C:9]([SH:12])=[N:10][N:11]=2)[CH:6]=[CH:5][CH:4]=[CH:3][CH:2]=1.[H-].[Na+].Br[CH:16]([CH2:21][CH:22]([CH3:24])[CH3:23])[C:17]([O:19][CH3:20])=[O:18]. (6) Given the product [Cl:1][C:2]1[N:7]=[CH:6][C:5]([NH2:8])=[C:4]([C:9]2[C:10]([F:24])=[N:11][CH:12]=[C:13]([C:29]3[CH:30]=[C:31]([O:40][CH3:41])[C:32]([CH2:33][N:34]4[CH2:39][CH2:38][CH2:37][CH2:36][CH2:35]4)=[C:27]([O:26][CH3:25])[CH:28]=3)[CH:14]=2)[CH:3]=1, predict the reactants needed to synthesize it. The reactants are: [Cl:1][C:2]1[N:7]=[CH:6][C:5]([NH2:8])=[C:4]([C:9]2[C:10]([F:24])=[N:11][CH:12]=[C:13](B3OC(C)(C)C(C)(C)O3)[CH:14]=2)[CH:3]=1.[CH3:25][O:26][C:27]1[CH:28]=[C:29](OS(C(F)(F)F)(=O)=O)[CH:30]=[C:31]([O:40][CH3:41])[C:32]=1[CH2:33][N:34]1[CH2:39][CH2:38][CH2:37][CH2:36][CH2:35]1. (7) Given the product [Cl:25][C:19]1[C:18]([CH3:26])=[C:17]([NH:16][C@@H:11]([C:10]2[O:27][C:40]([C:37]3[CH:38]=[CH:20][C:19]([Cl:25])=[CH:18][CH:39]=3)=[N:9][N:8]=2)[C:12]([OH:15])([CH3:13])[CH3:14])[CH:22]=[CH:21][C:20]=1[C:23]#[N:24], predict the reactants needed to synthesize it. The reactants are: ClC1C=CC(C([N:8]([C:10](=[O:27])[C@H:11]([NH:16][C:17]2[CH:22]=[CH:21][C:20]([C:23]#[N:24])=[C:19]([Cl:25])[C:18]=2[CH3:26])[C:12]([OH:15])([CH3:14])[CH3:13])[NH2:9])=O)=CC=1.CCN(P1(N(C)CCCN1C)=N[C:37]([CH3:40])([CH3:39])[CH3:38])CC. (8) Given the product [CH3:15][N:8]([C:9]1[CH:14]=[CH:13][CH:12]=[CH:11][CH:10]=1)[C:6]1[N:7]=[C:2]([NH2:1])[N:3]=[C:4]([C:16]2[N:20]=[C:19]([N:21]3[CH2:24][CH:23]([CH2:61][O:62][C:53]4[CH:54]=[CH:55][CH:56]=[CH:57][CH:58]=4)[CH2:22]3)[O:18][N:17]=2)[N:5]=1, predict the reactants needed to synthesize it. The reactants are: [NH2:1][C:2]1[N:7]=[C:6]([N:8]([CH3:15])[C:9]2[CH:14]=[CH:13][CH:12]=[CH:11][CH:10]=2)[N:5]=[C:4]([C:16]2[N:20]=[C:19]([N:21]3[CH2:24][CH:23](O)[CH2:22]3)[O:18][N:17]=2)[N:3]=1.CCN(C(C)C)C(C)C.CN([C:53]1[CH:58]=[CH:57][CH:56]=[CH:55][CH:54]=1)C1N=C(N)N=C(C2N=C(C(Cl)(Cl)Cl)ON=2)N=1.FC(F)(F)[C:61](O)=[O:62].